Predict the reaction yield, written as a fraction of the theoretical maximum amount of product (1.0 means a 100% yield; for example, 0.34 means a 34% yield). From a dataset of Reaction yield outcomes from USPTO patents with 853,638 reactions. (1) The yield is 0.919. The catalyst is C(OCC)(=O)C. The reactants are [F:1][C:2]([F:27])([F:26])[C:3]1[CH:25]=[CH:24][C:6]([O:7][C:8]2[CH:23]=[CH:22][C:11]([CH2:12][CH2:13][NH:14]C(=O)OC(C)(C)C)=[CH:10][CH:9]=2)=[CH:5][CH:4]=1.[ClH:28]. The product is [ClH:28].[F:1][C:2]([F:26])([F:27])[C:3]1[CH:25]=[CH:24][C:6]([O:7][C:8]2[CH:23]=[CH:22][C:11]([CH2:12][CH2:13][NH2:14])=[CH:10][CH:9]=2)=[CH:5][CH:4]=1. (2) The reactants are [Cl:1][C:2]1[CH:7]=[CH:6][C:5]([C:8](=O)[CH2:9][C:10]([O:12]CC)=O)=[CH:4][CH:3]=1.[NH2:16][C:17]1[NH:21][N:20]=[CH:19][C:18]=1[C:22]([O:24][CH2:25][CH3:26])=[O:23].C(OCC)(=O)C. The catalyst is CCCCCC. The product is [Cl:1][C:2]1[CH:3]=[CH:4][C:5]([C:8]2[CH:9]=[C:10]([OH:12])[N:21]3[N:20]=[CH:19][C:18]([C:22]([O:24][CH2:25][CH3:26])=[O:23])=[C:17]3[N:16]=2)=[CH:6][CH:7]=1. The yield is 0.520. (3) The reactants are [CH:1]1([CH2:4][CH2:5][NH2:6])[CH2:3][CH2:2]1.[CH3:7][C:8]1[N:9]=[C:10]([NH:16][C:17]([C:19]2[CH:24]=[CH:23][N:22]=[CH:21][CH:20]=2)=[O:18])[S:11][C:12]=1[C:13](O)=[O:14]. No catalyst specified. The product is [CH:1]1([CH2:4][CH2:5][NH:6][C:13]([C:12]2[S:11][C:10]([NH:16][C:17](=[O:18])[C:19]3[CH:24]=[CH:23][N:22]=[CH:21][CH:20]=3)=[N:9][C:8]=2[CH3:7])=[O:14])[CH2:3][CH2:2]1. The yield is 0.200. (4) The reactants are Cl[C:2]1[C:11]2[C:6](=[CH:7][CH:8]=[CH:9][CH:10]=2)[N:5]=[CH:4][CH:3]=1.[NH:12]1[CH2:17][CH2:16][NH:15][CH2:14][CH2:13]1.O.[OH-].[Na+]. The catalyst is CC(N(C)C)=O. The product is [N:12]1([C:2]2[C:11]3[C:6](=[CH:7][CH:8]=[CH:9][CH:10]=3)[N:5]=[CH:4][CH:3]=2)[CH2:17][CH2:16][NH:15][CH2:14][CH2:13]1. The yield is 0.310. (5) The reactants are [C:1]([NH:5][C:6]([C:8]1[C:16]2[C:11](=[N:12][CH:13]=[C:14]([NH:17][C:18]3[CH:19]=[N:20][CH:21]=[CH:22][CH:23]=3)[N:15]=2)[N:10](COCC[Si](C)(C)C)[CH:9]=1)=[O:7])([CH3:4])([CH3:3])[CH3:2].FC(F)(F)C(O)=O. The catalyst is ClCCl.CO.[OH-].[NH4+]. The product is [C:1]([NH:5][C:6]([C:8]1[C:16]2[C:11](=[N:12][CH:13]=[C:14]([NH:17][C:18]3[CH:19]=[N:20][CH:21]=[CH:22][CH:23]=3)[N:15]=2)[NH:10][CH:9]=1)=[O:7])([CH3:4])([CH3:2])[CH3:3]. The yield is 0.770. (6) The reactants are [Cl:1][C:2]1[CH:3]=[CH:4][C:5]([O:12][C:13]2[C:22]3[C:17](=[CH:18][C:19]([O:25][CH3:26])=[C:20]([O:23][CH3:24])[CH:21]=3)[N:16]=[CH:15][CH:14]=2)=[C:6]([CH:8]([OH:11])[CH2:9][CH3:10])[CH:7]=1.O. The catalyst is CS(C)=O. The product is [Cl:1][C:2]1[CH:3]=[CH:4][C:5]([O:12][C:13]2[C:22]3[C:17](=[CH:18][C:19]([O:25][CH3:26])=[C:20]([O:23][CH3:24])[CH:21]=3)[N:16]=[CH:15][CH:14]=2)=[C:6]([C:8](=[O:11])[CH2:9][CH3:10])[CH:7]=1. The yield is 0.0600. (7) The product is [Cl:7][C:8]1[CH:13]=[CH:12][C:11]([CH2:14][S:15][C:17]2[CH:22]=[N:21][NH:20][C:19](=[O:23])[CH:18]=2)=[CH:10][CH:9]=1. The yield is 0.516. The reactants are C([O-])([O-])=O.[K+].[K+].[Cl:7][C:8]1[CH:13]=[CH:12][C:11]([CH2:14][SH:15])=[CH:10][CH:9]=1.I[C:17]1[CH:22]=[N:21][NH:20][C:19](=[O:23])[CH:18]=1. No catalyst specified. (8) The reactants are C(=O)([O-])[O-].[K+].[K+].[C:7]([NH:10][C:11]1[S:15][C:14]2[C:16](=[O:22])[C:17](Br)([Br:20])[CH2:18][CH2:19][C:13]=2[C:12]=1[C:23]([O:25][CH2:26][CH3:27])=[O:24])(=[O:9])[CH3:8]. The yield is 0.930. The product is [C:7]([NH:10][C:11]1[S:15][C:14]2[C:16]([OH:22])=[C:17]([Br:20])[CH:18]=[CH:19][C:13]=2[C:12]=1[C:23]([O:25][CH2:26][CH3:27])=[O:24])(=[O:9])[CH3:8]. The catalyst is O.O1CCOCC1. (9) The reactants are S1C2C=CC(B(O)O)=CC=2N=C1.C([O:15][C:16](=[O:38])[CH:17]([C:23]1[C:24]([I:37])=[C:25]2[C:32]3[CH2:33][CH2:34][CH2:35][CH2:36][C:31]=3[S:30][C:26]2=[N:27][C:28]=1[CH3:29])[O:18][C:19]([CH3:22])([CH3:21])[CH3:20])C.C(=O)([O-])[O-].[Cs+].[Cs+].[OH-].[Li+].Cl. The catalyst is O1CCOCC1.O.C1C=CC(P(C2C=CC=CC=2)[C-]2C=CC=C2)=CC=1.C1C=CC(P(C2C=CC=CC=2)[C-]2C=CC=C2)=CC=1.Cl[Pd]Cl.[Fe+2].C1COCC1. The product is [C:19]([O:18][CH:17]([C:23]1[C:24]([I:37])=[C:25]2[C:32]3[CH2:33][CH2:34][CH2:35][CH2:36][C:31]=3[S:30][C:26]2=[N:27][C:28]=1[CH3:29])[C:16]([OH:38])=[O:15])([CH3:22])([CH3:20])[CH3:21]. The yield is 0.230. (10) The reactants are [Br:1][C:2]1[CH:3]=[C:4]([C:15]([O:17]C)=[O:16])[C:5]2[C:6]([CH3:14])=[CH:7][N:8]([CH:11]([CH3:13])[CH3:12])[C:9]=2[CH:10]=1.[OH-].[Na+].O. The catalyst is C(O)C. The product is [Br:1][C:2]1[CH:3]=[C:4]([C:15]([OH:17])=[O:16])[C:5]2[C:6]([CH3:14])=[CH:7][N:8]([CH:11]([CH3:13])[CH3:12])[C:9]=2[CH:10]=1. The yield is 0.898.